Task: Predict the reactants needed to synthesize the given product.. Dataset: Full USPTO retrosynthesis dataset with 1.9M reactions from patents (1976-2016) (1) Given the product [F:20][C:17]1[CH:16]=[CH:15][C:14]([C:11]2[CH:12]=[CH:13][C:8]3[N:7]=[C:24]([C:25]4[CH:30]=[CH:29][CH:28]=[C:27]([N:31]5[CH:35]=[N:34][N:33]=[N:32]5)[CH:26]=4)[CH2:23][C:22](=[O:37])[NH:21][C:9]=3[CH:10]=2)=[CH:19][CH:18]=1, predict the reactants needed to synthesize it. The reactants are: C(OC(=O)[NH:7][C:8]1[CH:13]=[CH:12][C:11]([C:14]2[CH:19]=[CH:18][C:17]([F:20])=[CH:16][CH:15]=2)=[CH:10][C:9]=1[NH:21][C:22](=[O:37])[CH2:23][C:24](=O)[C:25]1[CH:30]=[CH:29][CH:28]=[C:27]([N:31]2[CH:35]=[N:34][N:33]=[N:32]2)[CH:26]=1)(C)(C)C.C(O)(C(F)(F)F)=O. (2) Given the product [Cl:25][C:26]1[CH:27]=[CH:28][C:29]([N:32]2[CH2:37][CH2:36][N:35]([C:2]3[N:3]=[C:4]([NH:11][C:12]4[CH:17]=[CH:16][CH:15]=[C:14]([CH2:18][N:19]5[CH2:24][CH2:23][O:22][CH2:21][CH2:20]5)[CH:13]=4)[C:5]4[S:10][CH2:9][CH2:8][C:6]=4[N:7]=3)[CH2:34][CH2:33]2)=[CH:30][CH:31]=1, predict the reactants needed to synthesize it. The reactants are: Cl[C:2]1[N:3]=[C:4]([NH:11][C:12]2[CH:17]=[CH:16][CH:15]=[C:14]([CH2:18][N:19]3[CH2:24][CH2:23][O:22][CH2:21][CH2:20]3)[CH:13]=2)[C:5]2[S:10][CH2:9][CH2:8][C:6]=2[N:7]=1.[Cl:25][C:26]1[CH:31]=[CH:30][C:29]([N:32]2[CH2:37][CH2:36][NH:35][CH2:34][CH2:33]2)=[CH:28][CH:27]=1.C(N(C(C)C)CC)(C)C.O. (3) Given the product [N:16]([CH2:2][CH2:3][C:4]([C@H:6]([C@H:8]([C@@H:10]([C@@H:12]([CH2:14][OH:15])[OH:13])[OH:11])[OH:9])[OH:7])=[O:5])=[N+:17]=[N-:18], predict the reactants needed to synthesize it. The reactants are: Br[CH2:2][CH2:3][C:4]([C@H:6]([C@H:8]([C@@H:10]([C@@H:12]([CH2:14][OH:15])[OH:13])[OH:11])[OH:9])[OH:7])=[O:5].[N-:16]=[N+:17]=[N-:18].[Na+].[I-].[Na+]. (4) Given the product [Cl:1][C:2]1[CH:32]=[CH:31][CH:30]=[C:29]([Cl:33])[C:3]=1[C:4]([NH:6][CH:7]([C:27]1[NH:40][N:39]=[N:38][N:28]=1)[CH2:8][C:9]1[CH:10]=[C:11]2[C:16](=[CH:17][CH:18]=1)[N:15]=[C:14]([C:19]1[C:24]([Cl:25])=[CH:23][CH:22]=[CH:21][C:20]=1[Cl:26])[CH:13]=[CH:12]2)=[O:5], predict the reactants needed to synthesize it. The reactants are: [Cl:1][C:2]1[CH:32]=[CH:31][CH:30]=[C:29]([Cl:33])[C:3]=1[C:4]([NH:6][CH:7]([C:27]#[N:28])[CH2:8][C:9]1[CH:10]=[C:11]2[C:16](=[CH:17][CH:18]=1)[N:15]=[C:14]([C:19]1[C:24]([Cl:25])=[CH:23][CH:22]=[CH:21][C:20]=1[Cl:26])[CH:13]=[CH:12]2)=[O:5].C[Si]([N:38]=[N+:39]=[N-:40])(C)C.C([Sn](=O)CCCC)CCC. (5) Given the product [CH2:13]([C:6]1([CH3:12])[C:5]2[C:9](=[CH:10][C:2]([Cl:1])=[CH:3][CH:4]=2)[NH:8][C:7]1=[O:11])[C:14]1[CH:19]=[CH:18][CH:17]=[CH:16][CH:15]=1, predict the reactants needed to synthesize it. The reactants are: [Cl:1][C:2]1[CH:10]=[C:9]2[C:5]([CH:6]([CH3:12])[C:7](=[O:11])[NH:8]2)=[CH:4][CH:3]=1.[CH2:13](Br)[C:14]1[CH:19]=[CH:18][CH:17]=[CH:16][CH:15]=1. (6) Given the product [CH3:22][C:4]1[CH:3]=[C:2]([CH:7]=[CH:6][C:5]=1[CH:8]1[S:14][C:13]([CH3:16])([CH3:15])[CH2:12][NH:11][C:10]2[N:17]([CH3:21])[N:18]=[C:19]([CH3:20])[C:9]1=2)[C:43]([NH:34][C:35]1[CH:36]=[N:37][CH:38]=[CH:39][CH:40]=1)=[O:44], predict the reactants needed to synthesize it. The reactants are: Br[C:2]1[CH:7]=[CH:6][C:5]([CH:8]2[S:14][C:13]([CH3:16])([CH3:15])[CH2:12][NH:11][C:10]3[N:17]([CH3:21])[N:18]=[C:19]([CH3:20])[C:9]2=3)=[C:4]([CH3:22])[CH:3]=1.N12CCCN=C1CCCCC2.[NH2:34][C:35]1[CH:36]=[N:37][CH:38]=[CH:39][CH:40]=1.C1C[O:44][CH2:43]C1. (7) The reactants are: [H-].[Na+].[CH2:3]([N:10]1[C:18]2[C:13](=[CH:14][CH:15]=[CH:16][CH:17]=2)[C:12]([CH2:19][C:20]#[N:21])=[CH:11]1)[C:4]1[CH:9]=[CH:8][CH:7]=[CH:6][CH:5]=1.O. Given the product [CH2:3]([N:10]1[C:18]2[C:13](=[CH:14][CH:15]=[CH:16][CH:17]=2)[C:12]([C:19]2([C:20]#[N:21])[CH2:6][CH2:5][CH2:4][CH2:3]2)=[CH:11]1)[C:4]1[CH:5]=[CH:6][CH:7]=[CH:8][CH:9]=1, predict the reactants needed to synthesize it. (8) Given the product [CH3:28][O:27][CH:3]([O:2][CH3:1])[CH2:4][N:5]1[C:9]2[N:10]=[C:11]([C:20]3[CH:26]=[CH:25][C:23]([NH:24][C:30]([NH:29][C:32]4[CH:33]=[N:34][CH:35]=[CH:36][CH:37]=4)=[O:31])=[CH:22][CH:21]=3)[N:12]=[C:13]([N:14]3[CH2:15][CH2:16][O:17][CH2:18][CH2:19]3)[C:8]=2[N:7]=[N:6]1, predict the reactants needed to synthesize it. The reactants are: [CH3:1][O:2][CH:3]([O:27][CH3:28])[CH2:4][N:5]1[C:9]2[N:10]=[C:11]([C:20]3[CH:26]=[CH:25][C:23]([NH2:24])=[CH:22][CH:21]=3)[N:12]=[C:13]([N:14]3[CH2:19][CH2:18][O:17][CH2:16][CH2:15]3)[C:8]=2[N:7]=[N:6]1.[N:29]([C:32]1[CH:33]=[N:34][CH:35]=[CH:36][CH:37]=1)=[C:30]=[O:31].CCN(CC)CC. (9) The reactants are: C(O[C:4]([C:6]1[C:7]2[N:8]=[CH:9][CH:10]=[N:11][C:12]=2[C:13]([C:16]2[C:21]([F:22])=[C:20]([O:23][CH3:24])[CH:19]=[C:18]([O:25][CH3:26])[C:17]=2[F:27])=[CH:14][CH:15]=1)=[O:5])C.[CH3:28][C:29]1([CH3:44])[CH2:34][N:33]([CH3:35])[CH2:32][CH2:31][N:30]1[CH2:36][C:37]1[N:42]=[CH:41][C:40]([NH2:43])=[CH:39][CH:38]=1.C[Al](C)C.C([O-])(O)=O.[Na+]. Given the product [CH3:28][C:29]1([CH3:44])[CH2:34][N:33]([CH3:35])[CH2:32][CH2:31][N:30]1[CH2:36][C:37]1[N:42]=[CH:41][C:40]([NH:43][C:4]([C:6]2[C:7]3[N:8]=[CH:9][CH:10]=[N:11][C:12]=3[C:13]([C:16]3[C:17]([F:27])=[C:18]([O:25][CH3:26])[CH:19]=[C:20]([O:23][CH3:24])[C:21]=3[F:22])=[CH:14][CH:15]=2)=[O:5])=[CH:39][CH:38]=1, predict the reactants needed to synthesize it.